From a dataset of Forward reaction prediction with 1.9M reactions from USPTO patents (1976-2016). Predict the product of the given reaction. (1) Given the reactants C(OC([NH:8][CH2:9][C@H:10]1[CH2:15][CH2:14][C@H:13]([C:16]([NH:18][C@H:19]([C:50](=[O:63])[NH:51][C:52]2[CH:57]=[CH:56][C:55]([C:58]3[N:59]=[N:60][NH:61][N:62]=3)=[CH:54][CH:53]=2)[CH2:20][C:21]2[CH:26]=[CH:25][C:24]([C:27]3[CH:32]=[CH:31][C:30]([C:33]([NH:35][CH:36]4[CH2:41][CH2:40][N:39](C(OC(C)(C)C)=O)[CH2:38][CH2:37]4)=[O:34])=[C:29]([Cl:49])[CH:28]=3)=[CH:23][CH:22]=2)=[O:17])[CH2:12][CH2:11]1)=O)(C)(C)C.Cl, predict the reaction product. The product is: [ClH:49].[NH2:8][CH2:9][C@H:10]1[CH2:15][CH2:14][C@H:13]([C:16]([NH:18][C@H:19]([C:50](=[O:63])[NH:51][C:52]2[CH:53]=[CH:54][C:55]([C:58]3[N:59]=[N:60][NH:61][N:62]=3)=[CH:56][CH:57]=2)[CH2:20][C:21]2[CH:26]=[CH:25][C:24]([C:27]3[CH:32]=[CH:31][C:30]([C:33]([NH:35][CH:36]4[CH2:37][CH2:38][NH:39][CH2:40][CH2:41]4)=[O:34])=[C:29]([Cl:49])[CH:28]=3)=[CH:23][CH:22]=2)=[O:17])[CH2:12][CH2:11]1. (2) Given the reactants [OH:1][C:2]1[C:3]([O:14][CH3:15])=[CH:4][C:5]([N+:11]([O-:13])=[O:12])=[C:6]([CH:10]=1)[C:7]([OH:9])=[O:8].[CH3:16]C1CCCO1.C(Cl)(=O)C(Cl)=O.CO, predict the reaction product. The product is: [OH:1][C:2]1[C:3]([O:14][CH3:15])=[CH:4][C:5]([N+:11]([O-:13])=[O:12])=[C:6]([CH:10]=1)[C:7]([O:9][CH3:16])=[O:8]. (3) Given the reactants [Cl:1][C:2]1[CH:7]=[CH:6][N:5]=[C:4]([O:8][CH3:9])[C:3]=1[C:10]1[NH:11][C:12]2[C:17]([CH:18]=1)=[CH:16][CH:15]=[C:14]([NH2:19])[CH:13]=2.[F:20][C:21]([F:32])([F:31])[C:22](O[C:22](=[O:23])[C:21]([F:32])([F:31])[F:20])=[O:23].C(N(CC)CC)C.O, predict the reaction product. The product is: [Cl:1][C:2]1[CH:7]=[CH:6][N:5]=[C:4]([O:8][CH3:9])[C:3]=1[C:10]1[NH:11][C:12]2[C:17]([CH:18]=1)=[CH:16][CH:15]=[C:14]([NH:19][C:22](=[O:23])[C:21]([F:32])([F:31])[F:20])[CH:13]=2. (4) Given the reactants [CH3:1][O:2][C:3]1[CH:12]=[CH:11][CH:10]=[C:9]2[C:4]=1[CH2:5][CH:6]([NH:13][CH2:14][CH2:15][CH2:16][C:17]1[C:25]3[C:20](=[CH:21][CH:22]=[C:23]([C:26]#[N:27])[CH:24]=3)[NH:19][CH:18]=1)[CH2:7][O:8]2.[C:28]1(=O)[CH2:31][CH2:30][CH2:29]1.C(O)(=O)C.C([BH3-])#N.[Na+], predict the reaction product. The product is: [CH:28]1([N:13]([CH:6]2[CH2:5][C:4]3[C:9](=[CH:10][CH:11]=[CH:12][C:3]=3[O:2][CH3:1])[O:8][CH2:7]2)[CH2:14][CH2:15][CH2:16][C:17]2[C:25]3[C:20](=[CH:21][CH:22]=[C:23]([C:26]#[N:27])[CH:24]=3)[NH:19][CH:18]=2)[CH2:31][CH2:30][CH2:29]1. (5) Given the reactants [Cl:1][C:2]1[CH:7]=[CH:6][CH:5]=[CH:4][C:3]=1[S:8]([NH:11][CH2:12][CH:13]([CH3:15])[CH3:14])(=[O:10])=[O:9].[Br:16][C:17]1[N:22]=[C:21]([CH2:23]O)[CH:20]=[CH:19][CH:18]=1.C1(P(C2C=CC=CC=2)C2C=CC=CC=2)C=CC=CC=1.N(C(OCC)=O)=NC(OCC)=O, predict the reaction product. The product is: [Br:16][C:17]1[N:22]=[C:21]([CH2:23][N:11]([CH2:12][CH:13]([CH3:15])[CH3:14])[S:8]([C:3]2[CH:4]=[CH:5][CH:6]=[CH:7][C:2]=2[Cl:1])(=[O:9])=[O:10])[CH:20]=[CH:19][CH:18]=1. (6) The product is: [OH:21][C@@:20]1([CH3:8])[CH2:19][CH2:18][N:17]([C:22]([O:24][CH2:25][C:26]2[CH:27]=[CH:28][CH:29]=[CH:30][CH:31]=2)=[O:23])[C@H:16]1[CH:13]([CH3:15])[CH3:14]. Given the reactants [Cl-].[Ce+3].[Cl-].[Cl-].C[Mg]Br.[CH2:8](OCC)C.[CH:13]([C@H:16]1[C:20](=[O:21])[CH2:19][CH2:18][N:17]1[C:22]([O:24][CH2:25][C:26]1[CH:31]=[CH:30][CH:29]=[CH:28][CH:27]=1)=[O:23])([CH3:15])[CH3:14], predict the reaction product. (7) The product is: [O:24]1[CH:28]=[CH:27][CH:26]=[C:25]1/[C:29](=[N:21]/[O:20][CH2:19][C:18]1[CH:17]=[CH:16][C:15]([O:14][CH2:13][C:3]2[N:4]=[C:5]([C:7]3[CH:8]=[CH:9][CH:10]=[CH:11][CH:12]=3)[O:6][C:2]=2[CH3:1])=[CH:23][CH:22]=1)/[CH2:30][CH2:31][C:32]([O:34][CH2:35][CH3:36])=[O:33]. Given the reactants [CH3:1][C:2]1[O:6][C:5]([C:7]2[CH:12]=[CH:11][CH:10]=[CH:9][CH:8]=2)=[N:4][C:3]=1[CH2:13][O:14][C:15]1[CH:23]=[CH:22][C:18]([CH2:19][O:20][NH2:21])=[CH:17][CH:16]=1.[O:24]1[CH:28]=[CH:27][CH:26]=[C:25]1[C:29](=O)[CH2:30][CH2:31][C:32]([O:34][CH2:35][CH3:36])=[O:33].C(O)(=O)C.C([O-])(=O)C.[Na+], predict the reaction product. (8) Given the reactants [OH:1][C:2]1[CH:9]=[CH:8][C:5]([CH:6]=[O:7])=[CH:4][CH:3]=1.[CH:10]1(Br)[CH2:14][CH2:13][CH2:12][CH2:11]1.C(=O)([O-])[O-].[K+].[K+].[I-].[K+], predict the reaction product. The product is: [CH:10]1([O:1][C:2]2[CH:9]=[CH:8][C:5]([CH:6]=[O:7])=[CH:4][CH:3]=2)[CH2:14][CH2:13][CH2:12][CH2:11]1. (9) The product is: [Cl:8][C:6]1[N:7]=[C:2]([NH2:1])[N:3]=[C:4]2[NH:13][N:14]=[C:9]([CH3:10])[C:5]=12. Given the reactants [NH2:1][C:2]1[N:7]=[C:6]([Cl:8])[C:5]([C:9](=O)[CH3:10])=[C:4](Cl)[N:3]=1.[NH2:13][NH2:14], predict the reaction product. (10) Given the reactants [F:1][C:2]1[CH:7]=[CH:6][C:5]([N:8]2[C:16]3[C:11](=[CH:12][C:13]([O:17][C@H:18]([C:22]4[CH:27]=[CH:26][CH:25]=[C:24]([O:28][CH3:29])[CH:23]=4)[C@@H:19]([NH2:21])[CH3:20])=[CH:14][CH:15]=3)[CH:10]=[N:9]2)=[CH:4][CH:3]=1.[C:30]([C:32]1[CH:33]=[C:34]([C:37](O)=[O:38])[S:35][CH:36]=1)#[N:31], predict the reaction product. The product is: [C:30]([C:32]1[CH:33]=[C:34]([C:37]([NH:21][C@@H:19]([CH3:20])[C@H:18]([O:17][C:13]2[CH:12]=[C:11]3[C:16](=[CH:15][CH:14]=2)[N:8]([C:5]2[CH:4]=[CH:3][C:2]([F:1])=[CH:7][CH:6]=2)[N:9]=[CH:10]3)[C:22]2[CH:27]=[CH:26][CH:25]=[C:24]([O:28][CH3:29])[CH:23]=2)=[O:38])[S:35][CH:36]=1)#[N:31].